This data is from Peptide-MHC class I binding affinity with 185,985 pairs from IEDB/IMGT. The task is: Regression. Given a peptide amino acid sequence and an MHC pseudo amino acid sequence, predict their binding affinity value. This is MHC class I binding data. (1) The peptide sequence is GLRQQLEDI. The MHC is HLA-A02:06 with pseudo-sequence HLA-A02:06. The binding affinity (normalized) is 0.226. (2) The peptide sequence is VTFMWTNCR. The MHC is HLA-A68:01 with pseudo-sequence HLA-A68:01. The binding affinity (normalized) is 0.344. (3) The peptide sequence is NSFFGPIGKL. The MHC is HLA-A02:06 with pseudo-sequence HLA-A02:06. The binding affinity (normalized) is 0.125. (4) The peptide sequence is LNISGYNYSL. The MHC is HLA-A02:06 with pseudo-sequence HLA-A02:06. The binding affinity (normalized) is 0.353.